From a dataset of Catalyst prediction with 721,799 reactions and 888 catalyst types from USPTO. Predict which catalyst facilitates the given reaction. Reactant: [F:1][C:2]1[CH:3]=[C:4]2[C:8](=[CH:9][CH:10]=1)[NH:7][C:6](=[O:11])[CH2:5]2.C[Si]([N-][Si](C)(C)C)(C)C.[Li+].[CH2:22]([N:24]([CH2:38][CH3:39])[CH2:25][CH2:26][CH2:27][C:28]1[N:33]=[C:32]2[CH2:34][O:35][C:36](=O)[C:31]2=[CH:30][CH:29]=1)[CH3:23].C1(C2C(=CC=CC=2)CO1)=O.Cl.C([O-])(O)=O.[Na+]. Product: [CH2:38]([N:24]([CH2:22][CH3:23])[CH2:25][CH2:26][CH2:27][C:28]1[N:33]=[C:32]2[CH2:34][O:35][C:36](=[C:5]3[C:4]4[C:8](=[CH:9][CH:10]=[C:2]([F:1])[CH:3]=4)[NH:7][C:6]3=[O:11])[C:31]2=[CH:30][CH:29]=1)[CH3:39]. The catalyst class is: 1.